The task is: Regression/Classification. Given a drug SMILES string, predict its absorption, distribution, metabolism, or excretion properties. Task type varies by dataset: regression for continuous measurements (e.g., permeability, clearance, half-life) or binary classification for categorical outcomes (e.g., BBB penetration, CYP inhibition). Dataset: cyp2c19_veith.. This data is from CYP2C19 inhibition data for predicting drug metabolism from PubChem BioAssay. The drug is C=CCn1c(SCC(=O)N2CC(=O)Nc3ccccc32)nc2scc(-c3ccccc3)c2c1=O. The result is 1 (inhibitor).